From a dataset of Catalyst prediction with 721,799 reactions and 888 catalyst types from USPTO. Predict which catalyst facilitates the given reaction. Reactant: [N+:1]([C:4]1[CH:12]=[CH:11][C:10]2[N:9]3[C:13](=[O:21])[O:14][C@@H:15]([CH2:16][NH:17][C:18](=[O:20])[CH3:19])[C@@H:8]3[CH2:7][C:6]=2[CH:5]=1)([O-])=O. Product: [NH2:1][C:4]1[CH:12]=[CH:11][C:10]2[N:9]3[C:13](=[O:21])[O:14][C@@H:15]([CH2:16][NH:17][C:18](=[O:20])[CH3:19])[C@@H:8]3[CH2:7][C:6]=2[CH:5]=1. The catalyst class is: 50.